Dataset: Full USPTO retrosynthesis dataset with 1.9M reactions from patents (1976-2016). Task: Predict the reactants needed to synthesize the given product. (1) Given the product [CH:18]1([N:13]2[C:12]([C:34]3[CH:35]=[CH:36][C:31]([CH3:30])=[CH:32][CH:33]=3)=[C:11]3[C:15]([CH2:16][CH2:17][NH:8][CH2:9][CH2:10]3)=[N:14]2)[CH2:19][CH2:20][CH2:21]1, predict the reactants needed to synthesize it. The reactants are: C(OC([N:8]1[CH2:17][CH2:16][C:15]2[C:11](=[C:12](OS(C(F)(F)F)(=O)=O)[N:13]([CH:18]3[CH2:21][CH2:20][CH2:19]3)[N:14]=2)[CH2:10][CH2:9]1)=O)(C)(C)C.[CH3:30][C:31]1[CH:36]=[CH:35][C:34](B(O)O)=[CH:33][CH:32]=1. (2) Given the product [C:1]([O:5][C:6]([NH:8][CH2:9][C:10]1[C:11]([CH2:35][CH:36]([CH3:38])[CH3:37])=[N:12][C:13]2[C:18]([C:19]=1[C:20]1[CH:25]=[CH:24][C:23]([CH3:26])=[CH:22][CH:21]=1)=[CH:17][C:16]([C:27]1[S:28][CH:29]=[C:30]([C:32]([O:34][CH:39]([CH3:41])[CH3:40])=[O:33])[N:31]=1)=[CH:15][CH:14]=2)=[O:7])([CH3:3])([CH3:2])[CH3:4], predict the reactants needed to synthesize it. The reactants are: [C:1]([O:5][C:6]([NH:8][CH2:9][C:10]1[C:11]([CH2:35][CH:36]([CH3:38])[CH3:37])=[N:12][C:13]2[C:18]([C:19]=1[C:20]1[CH:25]=[CH:24][C:23]([CH3:26])=[CH:22][CH:21]=1)=[CH:17][C:16]([C:27]1[S:28][CH:29]=[C:30]([C:32]([OH:34])=[O:33])[N:31]=1)=[CH:15][CH:14]=2)=[O:7])([CH3:4])([CH3:3])[CH3:2].[CH:39](O)([CH3:41])[CH3:40].C1CCN(C(/N=N/C(N2CCCCC2)=O)=O)CC1. (3) The reactants are: [CH:1]1[CH:6]=[CH:5][C:4]([CH2:7]Br)=[CH:3][CH:2]=1.C([O-])([O-])=O.[K+].[K+].[OH:15][C:16]1[CH:21]=[CH:20][C:19]([CH2:22][CH2:23][CH2:24][C:25]([O:27][CH3:28])=[O:26])=[CH:18][CH:17]=1.O. Given the product [CH2:7]([O:15][C:16]1[CH:17]=[CH:18][C:19]([CH2:22][CH2:23][CH2:24][C:25]([O:27][CH3:28])=[O:26])=[CH:20][CH:21]=1)[C:4]1[CH:5]=[CH:6][CH:1]=[CH:2][CH:3]=1, predict the reactants needed to synthesize it.